Dataset: Acute oral toxicity (LD50) regression data from Zhu et al.. Task: Regression/Classification. Given a drug SMILES string, predict its toxicity properties. Task type varies by dataset: regression for continuous values (e.g., LD50, hERG inhibition percentage) or binary classification for toxic/non-toxic outcomes (e.g., AMES mutagenicity, cardiotoxicity, hepatotoxicity). Dataset: ld50_zhu. (1) The compound is Clc1c(Cl)c(Cl)c2c(c1Cl)Oc1c(Cl)c(Cl)c(Cl)c(Cl)c1O2. The rat oral LD50 is 5.66, given as -log10 of the dose in mol/kg body weight (higher means more acutely toxic). (2) The molecule is CC(=O)c1cccc(Oc2ccccc2)c1. The rat oral LD50 is 1.71, given as -log10 of the dose in mol/kg body weight (higher means more acutely toxic). (3) The molecule is C=CCOC(Cn1ccnc1)c1ccc(Cl)cc1Cl. The rat oral LD50 is 3.12, given as -log10 of the dose in mol/kg body weight (higher means more acutely toxic).